This data is from Peptide-MHC class I binding affinity with 185,985 pairs from IEDB/IMGT. The task is: Regression. Given a peptide amino acid sequence and an MHC pseudo amino acid sequence, predict their binding affinity value. This is MHC class I binding data. (1) The peptide sequence is KFLPDLYDYK. The MHC is HLA-A33:01 with pseudo-sequence HLA-A33:01. The binding affinity (normalized) is 0.149. (2) The peptide sequence is AARHKHQVM. The MHC is HLA-A69:01 with pseudo-sequence HLA-A69:01. The binding affinity (normalized) is 0.0847. (3) The peptide sequence is EPSDKHIEQY. The MHC is Mamu-A02 with pseudo-sequence Mamu-A02. The binding affinity (normalized) is 0. (4) The peptide sequence is MLNNSLYYM. The MHC is HLA-B53:01 with pseudo-sequence HLA-B53:01. The binding affinity (normalized) is 0.151.